Dataset: Experimentally validated miRNA-target interactions with 360,000+ pairs, plus equal number of negative samples. Task: Binary Classification. Given a miRNA mature sequence and a target amino acid sequence, predict their likelihood of interaction. (1) The miRNA is hsa-miR-211-5p with sequence UUCCCUUUGUCAUCCUUCGCCU. The protein sequence of the target gene is MALKWTSVLLLIHLGCYFSSGSCGKVLVWTGEYSHWMNMKTILKELVQRGHEVTVLASSASILFDPNDAFTLKLEVYPTSLTKTEFENIIMQQVKRWSDIQKDSFWLYFSQEQEILWEFHDIFRNFCKDVVSNKKVMKKLQESRFDIIFADAFFPCGELLAALLNIPFVYSLCFTPGYTIERHSGGLIFPPSYIPVVMSKLSDQMTFMERVKNMIYVLYFDFWFQMCDMKKWDQFYSEVLGRPTTLFETMGKADIWLMRNSWSFQFPHPFLPNIDFVGGLHCKPAKPLPKEMEEFVQSSG.... Result: 1 (interaction). (2) The miRNA is hsa-miR-186-5p with sequence CAAAGAAUUCUCCUUUUGGGCU. The protein sequence of the target gene is MSRSPDAKEDPVECPLCMEPLEIDDINFFPCTCGYQICRFCWHRIRTDENGLCPACRKPYPEDPAVYKPLSQEELQRIKNEKKQKQNERKQKISENRKHLASVRVVQKNLVFVVGLSQRLADPEVLKRPEYFGKFGKIHKVVINNSTSYAGSQGPSASAYVTYIRSEDALRAIQCVNNVVVDGRTLKASLGTTKYCSYFLKNMQCPKPDCMYLHELGDEAASFTKEEMQAGKHQEYEQKLLQELYKLNPNFLQLSTGSVDKNKNKVTPLQRYDTPIDKPSDSLSIGNGDNSQQISNSDTP.... Result: 1 (interaction). (3) The miRNA is hsa-miR-106b-5p with sequence UAAAGUGCUGACAGUGCAGAU. The protein sequence of the target gene is MFLYNLTLQRATGISFAIHGNFSGTKQQEIVVSRGKILELLRPDPNTGKVHTLLTVEVFGVIRSLMAFRLTGGTKDYIVVGSDSGRIVILEYQPSKNMFEKIHQETFGKSGCRRIVPGQFLAVDPKGRAVMISAIEKQKLVYILNRDAAARLTISSPLEAHKANTLVYHVVGVDVGFENPMFACLEMDYEEADNDPTGEAAANTQQTLTFYELDLGLNHVVRKYSEPLEEHGNFLITVPGGSDGPSGVLICSENYITYKNFGDQPDIRCPIPRRRNDLDDPERGMIFVCSATHKTKSMFF.... Result: 1 (interaction). (4) The miRNA is hsa-miR-4676-3p with sequence CACUGUUUCACCACUGGCUCUU. The protein sequence of the target gene is MFLMNAPPVVALQSRWEAFGQPRSFCLPDCFSEAKEDGSRASVSARVQMLISTLQRDEAALGMGHERLTQRGQRAERSRDTRLAPKPAVCKEQPEFPARGLVANCSALEKDEAGRRSPLELDSDSDDSVDRDIEEAIQEYLKARGGASEPMSQGAPSIPEPAHSSTLPIPCPSQLTPGSGSVPVGASEDQGSTSPASMSSEDSFEQSIRAEIEQFLNEKRQHENPKCDGFVDKKSDPNNSPARLRGNRETSARAALMGTCKEFIFRKPPRLTKMSTQQRNFQPKPTTEPETPVSTKLTAH.... Result: 0 (no interaction). (5) The miRNA is hsa-miR-4707-5p with sequence GCCCCGGCGCGGGCGGGUUCUGG. The protein sequence of the target gene is MAIATSTQLARALYDNTAESPQELSFRRGDVLRVLQREGAGGLDGWCLCSLHGQQGIVPANRVKLLPAGPAPKPSLSPASPAQPGSPYPAPDHSNEDQEVYVVPPPARPCPTSGPPAGPCPPSPDLIYKIPRASGTQLAAPRDALEVYDVPPTALRVPSSGPYDCPASFSHPLTRVAPQPPGEDDAPYDVPLTPKPPAELEPDLEWEGGREPGPPIYAAPSNLKRASALLNLYEAPEELLADGEGGGTDEGIYDVPLLGPEAPPSPEPPGALASHDQDTLAQLLARSPPPPHRPRLPSAE.... Result: 0 (no interaction). (6) The miRNA is hsa-miR-6721-5p with sequence UGGGCAGGGGCUUAUUGUAGGAG. The protein sequence of the target gene is MEPAEEPGQISKDNFLEVPNLSDSVCEDEEVKATFKPGFSPQPSRRGSGSSEDMYLDTPTSASRRVSFADSLGFSLVSVKEFDCWELPSVSTDFDLSGDVFHTDEYVLSPLFDLPSSKEKLMEQLQVQKAVLESAEHLPGSSMKGIIRVLNISFEKLVYVRMSLDDWQTHYDILAEYVPNSCDGETDQFSFKISLVPPYQKEGGKVEFCIRYETSAGTFWSNNNGTNYILVCQKKRKEPEPVKPLEEAPSRQIKGCLKVKSRSKEEPLLAPEENKFETLKFTESYIPTIICSHEDKDDLG.... Result: 0 (no interaction). (7) The miRNA is mmu-miR-6973a-3p with sequence CACUCUAACCCUACCUACCCAU. The protein sequence of the target gene is MRNLQPDSVENSLSQLPSRCLETRKRKRSYKKRPVTYSYWRRTQRNRARKHKAPVKGLVSFEDVSVDFTWDEWQDLDDSQRKLYRDVMLETYSSLESLGHCITKPEVIFKLEQGAEPWRAEDVPKQSRADVQKITELNETSQDNEERHLWHHAITYSNKSTEEKVKLGNIVNVSSNCVSNLTVKNGNSSGMRPVALTVWQSVLPPNKPDDTRIGEELDASLTSEPPIHAEHPGLYSRAPGTGQQFQCCMQEVTCNTKALWTKRFHIAHGSSKFGESEKVPDEVALHAQDVSWVRAETFEC.... Result: 0 (no interaction). (8) The miRNA is hsa-miR-5580-5p with sequence UGCUGGCUCAUUUCAUAUGUGU. The protein sequence of the target gene is MTRWVPTKREEKYGVAFYNYDARGADELSLQIGDTVHILETYEGWYRGYTLRKKSKKGIFPASYIHLKEAIVEGKGQHETVIPGDLPLIQEVTTTLREWSTIWRQLYVQDNREMFRSVRHMIYDLIEWRSQILSGTLPQDELKELKKKVTAKIDYGNRILDLDLVVRDEDGNILDPELTSTISLFRAHEVASKQVEERLQEEKSQKQNMDINRQAKFAATPSLALFVNLKNVVCKIGEDAEVLMSLYDPMESKFISENYLVRWSSSGLPKDIDRLHNLRAVFTDLGSKDLKREKISFVCQ.... Result: 0 (no interaction). (9) The miRNA is hsa-miR-558 with sequence UGAGCUGCUGUACCAAAAU. The protein sequence of the target gene is MAYRVLGRAGPPQPRRARRLLFAFTLSLSCTYLCYSFLCCCDDLGRSRLLGAPRCLRGPSAGGQKLLQKSRPCDPSGPTPSEPSAPSAPAAAVPAPRLSGSNHSGSPKLGTKRLPQALIVGVKKGGTRAVLEFIRVHPDVRALGTEPHFFDRNYGRGLDWYRSLMPRTLESQITLEKTPSYFVTQEAPRRIFNMSRDTKLIVVVRNPVTRAISDYTQTLSKKPDIPTFEGLSFRNRTLGLVDVSWNAIRIGMYVLHLESWLQYFPLAQIHFVSGERLITDPAGEMGRVQDFLGIKRFITD.... Result: 0 (no interaction).